This data is from Full USPTO retrosynthesis dataset with 1.9M reactions from patents (1976-2016). The task is: Predict the reactants needed to synthesize the given product. (1) Given the product [CH3:34][N:35]([CH3:41])[C@H:36]1[CH2:40][CH2:39][N:38]([C:54](=[O:55])[CH2:53][CH2:52][C:48]2[N:47]([CH2:46][C:45]([O:44][CH2:42][CH3:43])=[O:57])[CH:51]=[CH:50][N:49]=2)[CH2:37]1, predict the reactants needed to synthesize it. The reactants are: C(N(C(C)C)CC)(C)C.CN(C(ON1N=NC2C=CC=CC1=2)=[N+](C)C)C.F[P-](F)(F)(F)(F)F.[CH3:34][N:35]([CH3:41])[C@H:36]1[CH2:40][CH2:39][NH:38][CH2:37]1.[CH2:42]([O:44][C:45](=[O:57])[CH2:46][N:47]1[CH:51]=[CH:50][N:49]=[C:48]1[CH2:52][CH2:53][C:54](O)=[O:55])[CH3:43]. (2) Given the product [CH3:28][N:26]([CH3:27])[C:25]1[CH:29]=[CH:30][C:22]([C:14]2[N:13]=[C:12]([O:11][CH2:10][C@@H:6]3[CH2:5][N:4]([CH2:3][CH2:2][NH:1][C:38](=[O:40])[CH3:39])[CH2:9][CH2:8][O:7]3)[C:21]3[C:16](=[N:17][CH:18]=[CH:19][N:20]=3)[CH:15]=2)=[CH:23][CH:24]=1, predict the reactants needed to synthesize it. The reactants are: [NH2:1][CH2:2][CH2:3][N:4]1[CH2:9][CH2:8][O:7][C@H:6]([CH2:10][O:11][C:12]2[C:21]3[C:16](=[N:17][CH:18]=[CH:19][N:20]=3)[CH:15]=[C:14]([C:22]3[CH:30]=[CH:29][C:25]([N:26]([CH3:28])[CH3:27])=[CH:24][CH:23]=3)[N:13]=2)[CH2:5]1.CCN(CC)CC.[C:38](Cl)(=[O:40])[CH3:39]. (3) Given the product [CH2:7]([C@@H:4]1[NH:3][C:13](=[O:14])[CH2:12][O:6][CH2:5]1)[CH:8]([CH3:10])[CH3:9], predict the reactants needed to synthesize it. The reactants are: [H-].[Na+].[NH2:3][C@@H:4]([CH2:7][CH:8]([CH3:10])[CH3:9])[CH2:5][OH:6].Cl[CH2:12][C:13](OCC)=[O:14].[Cl-].[NH4+].